Regression. Given a peptide amino acid sequence and an MHC pseudo amino acid sequence, predict their binding affinity value. This is MHC class II binding data. From a dataset of Peptide-MHC class II binding affinity with 134,281 pairs from IEDB. The peptide sequence is QEPFKNLKTGKYAKM. The MHC is DRB3_0101 with pseudo-sequence DRB3_0101. The binding affinity (normalized) is 0.202.